From a dataset of Forward reaction prediction with 1.9M reactions from USPTO patents (1976-2016). Predict the product of the given reaction. (1) Given the reactants N1(CCOC2C=CC(NC3N=CC(NC(=O)C4C(C)=CC=CC=4C)=CN=3)=CC=2)CCCC1.[N:33]1([CH2:38][CH2:39][O:40][C:41]2[CH:42]=[C:43]([NH:47][C:48]3[N:53]=[CH:52][C:51]([NH2:54])=[CH:50][N:49]=3)[CH:44]=[CH:45][CH:46]=2)[CH2:37][CH2:36][CH2:35][CH2:34]1.[Cl:55][C:56]1[CH:64]=[CH:63][CH:62]=[C:61]([Cl:65])[C:57]=1[C:58](Cl)=[O:59], predict the reaction product. The product is: [N:33]1([CH2:38][CH2:39][O:40][C:41]2[CH:42]=[C:43]([NH:47][C:48]3[N:49]=[CH:50][C:51]([NH:54][C:58](=[O:59])[C:57]4[C:56]([Cl:55])=[CH:64][CH:63]=[CH:62][C:61]=4[Cl:65])=[CH:52][N:53]=3)[CH:44]=[CH:45][CH:46]=2)[CH2:37][CH2:36][CH2:35][CH2:34]1. (2) Given the reactants [Cl:1][C:2]1[CH:7]=[CH:6][C:5]([C:8]2[N:9]=[C:10]([S:17][C:18]3[CH:23]=[CH:22][CH:21]=[CH:20][N:19]=3)[O:11][C:12]=2[CH2:13][CH2:14][CH2:15][OH:16])=[CH:4][CH:3]=1.[CH3:24][O:25][C:26]1[CH:31]=[CH:30][CH:29]=[CH:28][C:27]=1O.C(P(CCCC)CCCC)CCC.N(C(N1CCCCC1)=O)=NC(N1CCCCC1)=O, predict the reaction product. The product is: [Cl:1][C:2]1[CH:3]=[CH:4][C:5]([C:8]2[N:9]=[C:10]([S:17][C:18]3[CH:23]=[CH:22][CH:21]=[CH:20][N:19]=3)[O:11][C:12]=2[CH2:13][CH2:14][CH2:15][O:16][C:27]2[CH:28]=[CH:29][CH:30]=[CH:31][C:26]=2[O:25][CH3:24])=[CH:6][CH:7]=1. (3) Given the reactants [OH:1][C:2]1[CH:3]=[CH:4][C:5]2[C:11]([CH3:13])([CH3:12])[CH2:10][CH2:9][C:8](=[O:14])[NH:7][C:6]=2[CH:15]=1.[Br:16][CH2:17][CH2:18][CH2:19][CH2:20]Br.C(=O)([O-])[O-].[Cs+].[Cs+], predict the reaction product. The product is: [Br:16][CH2:17][CH2:18][CH2:19][CH2:20][O:1][C:2]1[CH:3]=[CH:4][C:5]2[C:11]([CH3:12])([CH3:13])[CH2:10][CH2:9][C:8](=[O:14])[NH:7][C:6]=2[CH:15]=1. (4) Given the reactants [CH3:1][O:2][C:3](=[O:17])[C:4]([CH:11]1[CH2:16][CH2:15][CH2:14][CH2:13][CH2:12]1)([C:6]1[O:7][CH:8]=[CH:9][CH:10]=1)[OH:5].[OH-].[Na+].[Na].[CH2:21]([N:23]1[CH2:27]C[CH:25](O)[CH2:24]1)[CH3:22], predict the reaction product. The product is: [CH2:21]([N:23]1[CH2:24][CH2:25][CH:1]([O:2][C:3](=[O:17])[C:4]([CH:11]2[CH2:16][CH2:15][CH2:14][CH2:13][CH2:12]2)([C:6]2[O:7][CH:8]=[CH:9][CH:10]=2)[OH:5])[CH2:27]1)[CH3:22]. (5) Given the reactants [CH3:1][C:2]1[CH:6]=[C:5]([CH2:7][NH:8][C:9]2[N:14]=[C:13](O)[CH:12]=[CH:11][N:10]=2)[O:4][N:3]=1.C([N:19]([CH:22]([CH3:24])[CH3:23])CC)(C)C.P(Cl)(Cl)(Cl)=O.C(=O)(O)[O-].[Na+], predict the reaction product. The product is: [CH:24]1([C:22]2[CH:23]=[C:9]([NH:10][C:13]3[CH:12]=[CH:11][N:10]=[C:9]([NH:8][CH2:7][C:5]4[O:4][N:3]=[C:2]([CH3:1])[CH:6]=4)[N:14]=3)[NH:8][N:19]=2)[CH2:5][CH2:6][CH2:2][CH2:1]1. (6) Given the reactants C(OC([NH:8][C:9]([CH3:27])([CH3:26])[CH2:10][CH2:11][N:12]1[C:16]2[CH:17]=[C:18]([C:21]([O:23][CH2:24][CH3:25])=[O:22])[CH:19]=[CH:20][C:15]=2[N:14]=[CH:13]1)=O)(C)(C)C.FC(F)(F)C(O)=O, predict the reaction product. The product is: [NH2:8][C:9]([CH3:26])([CH3:27])[CH2:10][CH2:11][N:12]1[C:16]2[CH:17]=[C:18]([C:21]([O:23][CH2:24][CH3:25])=[O:22])[CH:19]=[CH:20][C:15]=2[N:14]=[CH:13]1. (7) Given the reactants [NH2:1][C@H:2]([C@H:4]([OH:20])[CH2:5][CH2:6][CH2:7][CH2:8][CH2:9][CH2:10][CH2:11][CH2:12][CH2:13][CH2:14][CH2:15][CH2:16][CH2:17][CH2:18][CH3:19])[CH3:3].[C:21](N1C=CN=C1)(N1C=CN=C1)=[O:22].C(N(CC)CC)C, predict the reaction product. The product is: [CH3:3][C@H:2]1[C@@H:4]([CH2:5][CH2:6][CH2:7][CH2:8][CH2:9][CH2:10][CH2:11][CH2:12][CH2:13][CH2:14][CH2:15][CH2:16][CH2:17][CH2:18][CH3:19])[O:20][C:21](=[O:22])[NH:1]1. (8) Given the reactants CO[C:3]([C:5]1[C:18]2[C:17](=O)[C:16]3[C:11](=[CH:12][CH:13]=[C:14](C)[CH:15]=3)[O:10][C:9]=2[CH:8]=[CH:7][CH:6]=1)=O.[NH2:21][NH2:22], predict the reaction product. The product is: [N:21]1[C:17]2[C:16]3[CH:15]=[CH:14][CH:13]=[CH:12][C:11]=3[O:10][C:9]3[C:18]=2[C:5]([CH:6]=[CH:7][CH:8]=3)=[CH:3][N:22]=1. (9) Given the reactants [Cl:1][C:2]1[C:3]([NH:12][CH:13]([CH3:15])[CH3:14])=[N:4][CH:5]=[C:6]([CH:11]=1)[C:7]([O:9][CH3:10])=[O:8].[H-].[Na+].[CH2:18](Br)[CH:19]=[CH2:20], predict the reaction product. The product is: [CH2:20]([N:12]([CH:13]([CH3:15])[CH3:14])[C:3]1[C:2]([Cl:1])=[CH:11][C:6]([C:7]([O:9][CH3:10])=[O:8])=[CH:5][N:4]=1)[CH:19]=[CH2:18]. (10) Given the reactants [C:1](Cl)(=[O:5])/[CH:2]=[CH:3]/[CH3:4].[Cl:7][C:8]1[CH:16]=[C:15]2[C:11]([C:12]([NH2:17])=[N:13][NH:14]2)=[CH:10][CH:9]=1, predict the reaction product. The product is: [Cl:7][C:8]1[CH:16]=[C:15]2[C:11]([C:12]([NH:17][C:1](=[O:5])[CH:2]=[CH:3][CH3:4])=[N:13][NH:14]2)=[CH:10][CH:9]=1.